This data is from Full USPTO retrosynthesis dataset with 1.9M reactions from patents (1976-2016). The task is: Predict the reactants needed to synthesize the given product. (1) Given the product [CH2:10]([N:12]1[C:24]2[CH2:23][CH2:22][CH:21]([CH:25]3[CH2:30][CH2:29][O:28][CH2:27][CH2:26]3)[CH2:20][C:19]=2[C:18]2[C:13]1=[CH:14][CH:15]=[C:16]([C:31]([N:33]([CH3:34])[CH2:35][CH2:36][CH2:37][C:38](=[O:39])[NH:44][CH2:43][C:42]([F:46])([F:45])[F:41])=[O:32])[CH:17]=2)[CH3:11], predict the reactants needed to synthesize it. The reactants are: C(N(CC)C(C)C)(C)C.[CH2:10]([N:12]1[C:24]2[CH2:23][CH2:22][CH:21]([CH:25]3[CH2:30][CH2:29][O:28][CH2:27][CH2:26]3)[CH2:20][C:19]=2[C:18]2[C:13]1=[CH:14][CH:15]=[C:16]([C:31]([N:33]([CH2:35][CH2:36][CH2:37][C:38](O)=[O:39])[CH3:34])=[O:32])[CH:17]=2)[CH3:11].[F:41][C:42]([F:46])([F:45])[CH2:43][NH2:44].CN(C(ON1N=NC2C=CC=NC1=2)=[N+](C)C)C.F[P-](F)(F)(F)(F)F. (2) Given the product [CH2:1]([N:8]1[C:17](=[O:18])[C:16]2[C:11](=[CH:12][C:13]([Cl:19])=[CH:14][CH:15]=2)[N:10]=[C:9]1[CH:20]([N:24]([CH2:34][CH:35]([F:55])[CH2:36][OH:37])[C:25](=[O:33])[C:26]1[CH:31]=[CH:30][C:29]([CH3:32])=[CH:28][CH:27]=1)[CH:21]([CH3:23])[CH3:22])[C:2]1[CH:7]=[CH:6][CH:5]=[CH:4][CH:3]=1, predict the reactants needed to synthesize it. The reactants are: [CH2:1]([N:8]1[C:17](=[O:18])[C:16]2[C:11](=[CH:12][C:13]([Cl:19])=[CH:14][CH:15]=2)[N:10]=[C:9]1[CH:20]([N:24]([CH2:34][CH:35]([F:55])[CH2:36][O:37][Si](C(C)(C)C)(C1C=CC=CC=1)C1C=CC=CC=1)[C:25](=[O:33])[C:26]1[CH:31]=[CH:30][C:29]([CH3:32])=[CH:28][CH:27]=1)[CH:21]([CH3:23])[CH3:22])[C:2]1[CH:7]=[CH:6][CH:5]=[CH:4][CH:3]=1.[F-].C([N+](CCCC)(CCCC)CCCC)CCC.